This data is from Catalyst prediction with 721,799 reactions and 888 catalyst types from USPTO. The task is: Predict which catalyst facilitates the given reaction. (1) Reactant: [Cl:1][C:2]1[CH:3]=[C:4]([C:8]2[CH:13]=[C:12]([C:14](=[O:33])[NH:15][CH2:16][CH2:17][CH2:18][CH2:19][CH2:20][CH2:21][CH2:22][CH2:23][N:24]3[C:32]4[C:27](=[CH:28][CH:29]=[CH:30][CH:31]=4)[CH:26]=[CH:25]3)[CH:11]=[C:10]([C:34]3[CH:39]=[CH:38][CH:37]=[C:36]([Cl:40])[CH:35]=3)[C:9]=2[O:41][CH2:42][CH2:43][CH2:44][CH2:45][C:46]([O:48]CC)=[O:47])[CH:5]=[CH:6][CH:7]=1.[OH-].[K+]. Product: [Cl:1][C:2]1[CH:3]=[C:4]([C:8]2[CH:13]=[C:12]([C:14](=[O:33])[NH:15][CH2:16][CH2:17][CH2:18][CH2:19][CH2:20][CH2:21][CH2:22][CH2:23][N:24]3[C:32]4[C:27](=[CH:28][CH:29]=[CH:30][CH:31]=4)[CH:26]=[CH:25]3)[CH:11]=[C:10]([C:34]3[CH:39]=[CH:38][CH:37]=[C:36]([Cl:40])[CH:35]=3)[C:9]=2[O:41][CH2:42][CH2:43][CH2:44][CH2:45][C:46]([OH:48])=[O:47])[CH:5]=[CH:6][CH:7]=1. The catalyst class is: 36. (2) Reactant: CC[Mg+].[Br-].[C:5]1([C:11]#[CH:12])[CH:10]=[CH:9][CH:8]=[CH:7][CH:6]=1.[C:13]1([N:19]=[N+:20]=[N-:21])[CH:18]=[CH:17][CH:16]=[CH:15][CH:14]=1. Product: [C:13]1([N:19]2[C:11]([C:5]3[CH:10]=[CH:9][CH:8]=[CH:7][CH:6]=3)=[CH:12][N:21]=[N:20]2)[CH:18]=[CH:17][CH:16]=[CH:15][CH:14]=1. The catalyst class is: 1.